Dataset: Forward reaction prediction with 1.9M reactions from USPTO patents (1976-2016). Task: Predict the product of the given reaction. (1) Given the reactants [F:1][C:2]1[CH:20]=[CH:19][C:5]([CH2:6][N:7]2[C:15]3[C:10](=[CH:11][CH:12]=[CH:13][CH:14]=3)[C:9]([C:16]([OH:18])=O)=[N:8]2)=[CH:4][CH:3]=1.C(N(CC)C(C)C)(C)C.CCN=C=NCCCN(C)C.Cl.C1C=CC2N(O)N=NC=2C=1.Cl.[CH2:53]([O:60][C:61](=[O:72])[CH2:62][NH:63][C:64](=[O:71])[CH:65]([NH2:70])[C:66]([CH3:69])([CH3:68])[CH3:67])[C:54]1[CH:59]=[CH:58][CH:57]=[CH:56][CH:55]=1.II, predict the reaction product. The product is: [CH2:53]([O:60][C:61](=[O:72])[CH2:62][NH:63][C:64](=[O:71])[C@@H:65]([NH:70][C:16]([C:9]1[C:10]2[C:15](=[CH:14][CH:13]=[CH:12][CH:11]=2)[N:7]([CH2:6][C:5]2[CH:4]=[CH:3][C:2]([F:1])=[CH:20][CH:19]=2)[N:8]=1)=[O:18])[C:66]([CH3:67])([CH3:68])[CH3:69])[C:54]1[CH:55]=[CH:56][CH:57]=[CH:58][CH:59]=1. (2) Given the reactants N12CCCN=C1CCCCC2.CS(O[CH:17]1[CH2:23][CH:22]2[N:24]([C:25]([O:27][C:28]([CH3:31])([CH3:30])[CH3:29])=[O:26])[CH:19]([CH2:20][CH2:21]2)[CH:18]1[C:32]([O:34][CH3:35])=[O:33])(=O)=O, predict the reaction product. The product is: [CH:19]12[N:24]([C:25]([O:27][C:28]([CH3:29])([CH3:30])[CH3:31])=[O:26])[CH:22]([CH2:21][CH2:20]1)[CH2:23][CH:17]=[C:18]2[C:32]([O:34][CH3:35])=[O:33]. (3) The product is: [C:55]([CH:54]1[CH2:11][CH2:10][C:7](=[O:9])[CH2:8][CH2:53]1)([CH3:58])([CH3:57])[CH3:56]. Given the reactants CC([O-])(C)C.[K+].[C:7]([C:10]1C=CC=C[CH:11]=1)(=[O:9])[CH3:8].C1C=CC(CCO)=CC=1.C(C1C=CC=CC=1)(=O)C1C=CC=CC=1.C(O)(C1C=CC=CC=1)C1C=CC=CC=1.[CH3:53][C:54](=O)[C:55]([CH3:58])([CH3:57])[CH3:56], predict the reaction product. (4) Given the reactants [CH3:1][C:2]1[N:3]([CH2:13][C:14]2[CH:23]=[CH:22][C:17]([C:18]([O:20][CH3:21])=[O:19])=[CH:16][CH:15]=2)[C:4]2[CH2:5][CH2:6][CH2:7][C:8](=[O:12])[C:9]=2[C:10]=1[CH3:11].Cl.[CH3:25]NC.C=O, predict the reaction product. The product is: [CH3:1][C:2]1[N:3]([CH2:13][C:14]2[CH:15]=[CH:16][C:17]([C:18]([O:20][CH3:21])=[O:19])=[CH:22][CH:23]=2)[C:4]2[CH2:5][CH2:6][C:7](=[CH2:25])[C:8](=[O:12])[C:9]=2[C:10]=1[CH3:11]. (5) Given the reactants COC1C=CC(CO[C:9]2[CH:10]=[C:11]([CH:15]=[C:16]([N+:18]([O-:20])=[O:19])[CH:17]=2)[C:12](O)=[O:13])=CC=1.C(Cl)(C([Cl:27])=O)=O.CN(C=O)C, predict the reaction product. The product is: [N+:18]([C:16]1[CH:17]=[CH:9][CH:10]=[C:11]([CH:15]=1)[C:12]([Cl:27])=[O:13])([O-:20])=[O:19]. (6) Given the reactants [CH3:1][C:2]1[CH:3]=[C:4]([NH:15][C:16]2[C:25]3[C:20](=[CH:21][CH:22]=[C:23]([C:26]#[C:27][CH:28]4[CH2:33][CH2:32][CH2:31][NH:30][CH2:29]4)[CH:24]=3)[N:19]=[CH:18][N:17]=2)[CH:5]=[CH:6][C:7]=1[O:8][C:9]1[CH:14]=[CH:13][CH:12]=[CH:11][CH:10]=1.[CH:34](=O)[CH2:35][CH3:36].[BH3-]C#N.[Na+].Cl, predict the reaction product. The product is: [CH3:1][C:2]1[CH:3]=[C:4]([NH:15][C:16]2[C:25]3[C:20](=[CH:21][CH:22]=[C:23]([C:26]#[C:27][CH:28]4[CH2:33][CH2:32][CH2:31][N:30]([CH2:34][CH2:35][CH3:36])[CH2:29]4)[CH:24]=3)[N:19]=[CH:18][N:17]=2)[CH:5]=[CH:6][C:7]=1[O:8][C:9]1[CH:14]=[CH:13][CH:12]=[CH:11][CH:10]=1. (7) Given the reactants [Cl:1][C:2]1[CH:7]=[CH:6][C:5]([CH2:8][C:9](=[O:13])[C:10]([OH:12])=[O:11])=[CH:4][CH:3]=1.Cl, predict the reaction product. The product is: [Cl:1][C:2]1[CH:3]=[CH:4][C:5]([CH2:8][CH:9]([OH:13])[C:10]([OH:12])=[O:11])=[CH:6][CH:7]=1. (8) The product is: [O:1]1[C:5]2[CH:6]=[CH:7][CH:8]=[CH:9][C:4]=2[N:3]=[C:2]1[C:10]1[C:11]([N:17]([C:25]([O:27][C:28]([CH3:31])([CH3:30])[CH3:29])=[O:26])[C:18](=[O:24])[O:19][C:20]([CH3:23])([CH3:22])[CH3:21])=[N:12][CH:13]=[C:14]([B:40]2[O:41][C:42]([CH3:44])([CH3:43])[C:38]([CH3:54])([CH3:37])[O:39]2)[CH:15]=1. Given the reactants [O:1]1[C:5]2[CH:6]=[CH:7][CH:8]=[CH:9][C:4]=2[N:3]=[C:2]1[C:10]1[C:11]([N:17]([C:25]([O:27][C:28]([CH3:31])([CH3:30])[CH3:29])=[O:26])[C:18](=[O:24])[O:19][C:20]([CH3:23])([CH3:22])[CH3:21])=[N:12][CH:13]=[C:14](Br)[CH:15]=1.C([O-])(=O)C.[K+].[CH3:37][C:38]1([CH3:54])[C:42]([CH3:44])([CH3:43])[O:41][B:40]([B:40]2[O:41][C:42]([CH3:44])([CH3:43])[C:38]([CH3:54])([CH3:37])[O:39]2)[O:39]1, predict the reaction product. (9) Given the reactants [CH:1]([N:4]1[CH:8]=[C:7]([N+:9]([O-])=O)[CH:6]=[C:5]1[C:12]([O:14][CH2:15][CH3:16])=[O:13])([CH3:3])[CH3:2].[H][H], predict the reaction product. The product is: [NH2:9][C:7]1[CH:6]=[C:5]([C:12]([O:14][CH2:15][CH3:16])=[O:13])[N:4]([CH:1]([CH3:3])[CH3:2])[CH:8]=1. (10) Given the reactants [NH:1]1[CH:5]=[CH:4][N:3]=[C:2]1[CH2:6][N:7]([CH2:14][C:15]1[CH:37]=[CH:36][C:18]([C:19]([NH:21][C:22]2[CH:27]=[CH:26][C:25]([CH2:28][N:29]([CH2:33][CH2:34][CH3:35])[CH2:30][CH2:31][CH3:32])=[CH:24][CH:23]=2)=[O:20])=[CH:17][CH:16]=1)[CH2:8][C:9]1[NH:10][CH:11]=[CH:12][N:13]=1.C(N([CH2:43][CH3:44])CC)C.[C:45]1([CH3:55])[CH:50]=[CH:49][C:48]([S:51](Cl)(=[O:53])=[O:52])=[CH:47][CH:46]=1, predict the reaction product. The product is: [C:43]1([CH3:44])[CH:50]=[CH:49][C:48]([S:51]([N:1]2[CH:5]=[CH:4][N:3]=[C:2]2[CH2:6][N:7]([CH2:14][C:15]2[CH:37]=[CH:36][C:18]([C:19]([NH:21][C:22]3[CH:23]=[CH:24][C:25]([CH2:28][N:29]([CH2:33][CH2:34][CH3:35])[CH2:30][CH2:31][CH3:32])=[CH:26][CH:27]=3)=[O:20])=[CH:17][CH:16]=2)[CH2:8][C:9]2[N:13]([S:51]([C:48]3[CH:49]=[CH:50][C:45]([CH3:55])=[CH:46][CH:47]=3)(=[O:53])=[O:52])[CH:12]=[CH:11][N:10]=2)(=[O:53])=[O:52])=[CH:47][CH:46]=1.